Dataset: Forward reaction prediction with 1.9M reactions from USPTO patents (1976-2016). Task: Predict the product of the given reaction. (1) Given the reactants I[C:2]1[C:10]2[C:5](=[N:6][CH:7]=[N:8][C:9]=2[NH2:11])[N:4]([CH:12]([CH3:14])[CH3:13])[N:3]=1.[CH3:15][C:16]1[CH:17]=[C:18]([CH2:22][C:23]([N:25]2[C:33]3[C:28](=[CH:29][C:30](B4OC(C)(C)C(C)(C)O4)=[CH:31][CH:32]=3)[CH2:27][CH2:26]2)=[O:24])[CH:19]=[CH:20][CH:21]=1.C(=O)(O)[O-].[Na+].O1CCOCC1, predict the reaction product. The product is: [CH3:13][CH:12]([N:4]1[C:5]2=[N:6][CH:7]=[N:8][C:9]([NH2:11])=[C:10]2[C:2]([C:30]2[CH:29]=[C:28]3[C:33](=[CH:32][CH:31]=2)[N:25]([C:23](=[O:24])[CH2:22][C:18]2[CH:19]=[CH:20][CH:21]=[C:16]([CH3:15])[CH:17]=2)[CH2:26][CH2:27]3)=[N:3]1)[CH3:14]. (2) Given the reactants C[O:2][C:3](=[O:50])[C:4]1[CH:9]=[CH:8][CH:7]=[CH:6][C:5]=1[O:10][C:11]1[CH:16]=[CH:15][CH:14]=[C:13]([O:17][CH2:18][CH2:19][CH2:20][CH2:21][CH2:22][O:23][C:24]2[CH:29]=[C:28]([O:30]CC3C=CC=CC=3)[C:27]([C:38]3[CH:43]=[CH:42][C:41]([F:44])=[CH:40][CH:39]=3)=[CH:26][C:25]=2[CH2:45][CH3:46])[C:12]=1[CH2:47][CH2:48][CH3:49], predict the reaction product. The product is: [CH2:47]([C:12]1[C:13]([O:17][CH2:18][CH2:19][CH2:20][CH2:21][CH2:22][O:23][C:24]2[CH:29]=[C:28]([OH:30])[C:27]([C:38]3[CH:43]=[CH:42][C:41]([F:44])=[CH:40][CH:39]=3)=[CH:26][C:25]=2[CH2:45][CH3:46])=[CH:14][CH:15]=[CH:16][C:11]=1[O:10][C:5]1[CH:6]=[CH:7][CH:8]=[CH:9][C:4]=1[C:3]([OH:50])=[O:2])[CH2:48][CH3:49]. (3) Given the reactants CC(C[AlH]CC(C)C)C.[Si:10]([O:17][C@H:18]([CH2:36][CH2:37][C@H:38]([CH3:99])[CH2:39][C@@H:40]([CH3:98])[C@@H:41]([O:90][Si:91]([C:94]([CH3:97])([CH3:96])[CH3:95])([CH3:93])[CH3:92])[C@@H:42]([CH3:89])/[CH:43]=[CH:44]\[C@@H:45]([O:81][Si:82]([C:85]([CH3:88])([CH3:87])[CH3:86])([CH3:84])[CH3:83])[CH2:46][C@H:47]([O:73][Si:74]([C:77]([CH3:80])([CH3:79])[CH3:78])([CH3:76])[CH3:75])[C@@H:48]([CH3:72])/[CH:49]=[CH:50]/[CH2:51][O:52][C:53]([C:66]1[CH:71]=[CH:70][CH:69]=[CH:68][CH:67]=1)([C:60]1[CH:65]=[CH:64][CH:63]=[CH:62][CH:61]=1)[C:54]1[CH:59]=[CH:58][CH:57]=[CH:56][CH:55]=1)[C@@H:19]([C@@H:21]1[C@@H:26]([CH3:27])[CH2:25][O:24][CH:23]([C:28]2[CH:33]=[CH:32][C:31]([O:34][CH3:35])=[CH:30][CH:29]=2)[O:22]1)[CH3:20])([C:13]([CH3:16])([CH3:15])[CH3:14])([CH3:12])[CH3:11], predict the reaction product. The product is: [CH3:35][O:34][C:31]1[CH:30]=[CH:29][C:28]([CH2:23][O:22][C@H:21]([C@@H:19]([CH3:20])[C@H:18]([O:17][Si:10]([C:13]([CH3:14])([CH3:15])[CH3:16])([CH3:11])[CH3:12])[CH2:36][CH2:37][C@H:38]([CH3:99])[CH2:39][C@@H:40]([CH3:98])[C@@H:41]([O:90][Si:91]([C:94]([CH3:97])([CH3:96])[CH3:95])([CH3:93])[CH3:92])[C@@H:42]([CH3:89])/[CH:43]=[CH:44]\[C@@H:45]([O:81][Si:82]([C:85]([CH3:86])([CH3:87])[CH3:88])([CH3:84])[CH3:83])[CH2:46][C@H:47]([O:73][Si:74]([C:77]([CH3:80])([CH3:79])[CH3:78])([CH3:76])[CH3:75])[C@@H:48]([CH3:72])/[CH:49]=[CH:50]/[CH2:51][O:52][C:53]([C:54]2[CH:59]=[CH:58][CH:57]=[CH:56][CH:55]=2)([C:60]2[CH:61]=[CH:62][CH:63]=[CH:64][CH:65]=2)[C:66]2[CH:71]=[CH:70][CH:69]=[CH:68][CH:67]=2)[C@@H:26]([CH3:27])[CH2:25][OH:24])=[CH:33][CH:32]=1. (4) Given the reactants [CH3:1][C:2]1[CH:3]=[CH:4][C:5]([N+:11]([O-:13])=[O:12])=[C:6]([CH:10]=1)[C:7]([OH:9])=[O:8].S(=O)(=O)(O)O.C1C(=O)N([Br:26])C(=O)C1, predict the reaction product. The product is: [Br:26][C:3]1[C:2]([CH3:1])=[CH:10][C:6]([C:7]([OH:9])=[O:8])=[C:5]([N+:11]([O-:13])=[O:12])[CH:4]=1. (5) Given the reactants C([O:8][C:9]1[C:10](=[O:29])[CH:11]=[C:12]([CH3:28])[N:13]2[CH2:18][CH2:17][N:16]([CH2:19][C:20]3[CH:25]=[CH:24][C:23]([F:26])=[CH:22][CH:21]=3)[C:15](=[O:27])[C:14]=12)C1C=CC=CC=1.[Br:30]Br, predict the reaction product. The product is: [Br:30][C:11]1[C:10](=[O:29])[C:9]([OH:8])=[C:14]2[C:15](=[O:27])[N:16]([CH2:19][C:20]3[CH:25]=[CH:24][C:23]([F:26])=[CH:22][CH:21]=3)[CH2:17][CH2:18][N:13]2[C:12]=1[CH3:28]. (6) Given the reactants [CH2:1]([O:3][C:4]([CH:6]1[C:11](=[O:12])[CH2:10][CH2:9][N:8]([CH2:13][C:14]2[CH:19]=[CH:18][CH:17]=[CH:16][CH:15]=2)[CH2:7]1)=[O:5])[CH3:2].[Br:20][C:21]1[C:26]([CH3:27])=[CH:25][CH:24]=[CH:23][C:22]=1[CH2:28]Br, predict the reaction product. The product is: [CH2:1]([O:3][C:4]([C:6]1([CH2:28][C:22]2[CH:23]=[CH:24][CH:25]=[C:26]([CH3:27])[C:21]=2[Br:20])[C:11](=[O:12])[CH2:10][CH2:9][N:8]([CH2:13][C:14]2[CH:15]=[CH:16][CH:17]=[CH:18][CH:19]=2)[CH2:7]1)=[O:5])[CH3:2].